This data is from Catalyst prediction with 721,799 reactions and 888 catalyst types from USPTO. The task is: Predict which catalyst facilitates the given reaction. (1) Reactant: [CH:1]([CH:3]([C:6]1[C:11]([CH3:12])=[CH:10][C:9]([CH3:13])=[CH:8][C:7]=1[CH3:14])[C:4]#[N:5])=O.Cl.[CH2:16]([O:18][C:19](=[O:23])[CH2:20][NH:21][CH3:22])[CH3:17]. Product: [CH2:16]([O:18][C:19](=[O:23])[CH2:20][N:21]([CH3:22])[CH:1]=[C:3]([C:6]1[C:11]([CH3:12])=[CH:10][C:9]([CH3:13])=[CH:8][C:7]=1[CH3:14])[C:4]#[N:5])[CH3:17]. The catalyst class is: 48. (2) Reactant: Cl[C:2]1C=C(C(OO)=O)C=CC=1.CS[C:14]1[CH:15]=[N:16][CH:17]=[C:18]([C:20]#[C:21][C:22]2[CH:27]=[CH:26][CH:25]=[CH:24][CH:23]=2)[CH:19]=1.[S:28]([O-:31])([O-:30])=S.[Na+].[Na+]. Product: [CH3:2][S:28]([C:14]1[CH:15]=[N:16][CH:17]=[C:18]([C:20]#[C:21][C:22]2[CH:27]=[CH:26][CH:25]=[CH:24][CH:23]=2)[CH:19]=1)(=[O:31])=[O:30]. The catalyst class is: 4. (3) The catalyst class is: 80. Reactant: [CH3:1][O:2][C:3]1[CH:14]=[CH:13][C:6]2[CH2:7][CH2:8][CH2:9][CH:10]([NH2:12])[CH2:11][C:5]=2[CH:4]=1.[CH2:15]([O:22][C:23]1[CH:28]=[CH:27][C:26]([C@@H:29]([O:32][Si](CC)(CC)CC)[CH2:30]I)=[CH:25][C:24]=1[NH:40][S:41]([CH3:44])(=[O:43])=[O:42])[C:16]1[CH:21]=[CH:20][CH:19]=[CH:18][CH:17]=1.C(N(CC)C(C)C)(C)C.S([O-])(O)=O.[Na+]. Product: [CH2:15]([O:22][C:23]1[CH:28]=[CH:27][C:26]([C@@H:29]([OH:32])[CH2:30][NH:12][CH:10]2[CH2:9][CH2:8][CH2:7][C:6]3[CH:13]=[CH:14][C:3]([O:2][CH3:1])=[CH:4][C:5]=3[CH2:11]2)=[CH:25][C:24]=1[NH:40][S:41]([CH3:44])(=[O:42])=[O:43])[C:16]1[CH:17]=[CH:18][CH:19]=[CH:20][CH:21]=1. (4) Reactant: C([O:3][C:4]([C:6]1[N:7]=[C:8]([C:19]2[CH:24]=[CH:23][CH:22]=[CH:21][CH:20]=2)[S:9][C:10]=1[NH:11][C:12]([O:14][C:15]([CH3:18])([CH3:17])[CH3:16])=[O:13])=[O:5])C.[OH-].[Li+]. The catalyst class is: 219. Product: [C:15]([O:14][C:12]([NH:11][C:10]1[S:9][C:8]([C:19]2[CH:20]=[CH:21][CH:22]=[CH:23][CH:24]=2)=[N:7][C:6]=1[C:4]([OH:5])=[O:3])=[O:13])([CH3:18])([CH3:16])[CH3:17].